From a dataset of Forward reaction prediction with 1.9M reactions from USPTO patents (1976-2016). Predict the product of the given reaction. (1) The product is: [CH3:1][C:2]([CH3:24])([CH3:23])[CH2:3][N:4]1[C:8]2=[N:9][C:10]([CH2:13][CH2:14][C:15]3[CH:16]=[CH:17][C:18]([F:21])=[CH:19][CH:20]=3)=[CH:11][CH:12]=[C:7]2[N:6]=[C:5]1[NH2:22]. Given the reactants [CH3:1][C:2]([CH3:24])([CH3:23])[CH2:3][N:4]1[C:8]2=[N:9][C:10]([C:13]#[C:14][C:15]3[CH:20]=[CH:19][C:18]([F:21])=[CH:17][CH:16]=3)=[CH:11][CH:12]=[C:7]2[N:6]=[C:5]1[NH2:22].C, predict the reaction product. (2) Given the reactants [O:1]=[C:2]1[C:6]([C:13]2[CH:18]=[CH:17][CH:16]=[CH:15][CH:14]=2)([C:7]2[CH:12]=[CH:11][CH:10]=[CH:9][CH:8]=2)[CH2:5][CH2:4][N:3]1[CH2:19][C:20](Cl)=[O:21].[F:23][C:24]([F:33])([F:32])[C:25]1[CH:26]=[CH:27][C:28]([NH2:31])=[N:29][CH:30]=1.CN1CCOCC1, predict the reaction product. The product is: [O:1]=[C:2]1[C:6]([C:13]2[CH:18]=[CH:17][CH:16]=[CH:15][CH:14]=2)([C:7]2[CH:12]=[CH:11][CH:10]=[CH:9][CH:8]=2)[CH2:5][CH2:4][N:3]1[CH2:19][C:20]([NH:31][C:28]1[CH:27]=[CH:26][C:25]([C:24]([F:32])([F:23])[F:33])=[CH:30][N:29]=1)=[O:21]. (3) The product is: [C:10]1([NH:9][C:6]([C:2]2[NH:1][CH:5]=[CH:4][CH:3]=2)=[O:8])[CH:15]=[CH:14][CH:13]=[CH:12][CH:11]=1. Given the reactants [NH:1]1[CH:5]=[CH:4][CH:3]=[C:2]1[C:6]([OH:8])=O.[NH2:9][C:10]1[CH:15]=[CH:14][CH:13]=[CH:12][CH:11]=1, predict the reaction product. (4) Given the reactants [F:1][C:2]([F:18])([F:17])[C:3]1[CH:4]=[C:5]([CH:13](Br)[C:14]#[N:15])[CH:6]=[C:7]([C:9]([F:12])([F:11])[F:10])[CH:8]=1.C([O-])([O-])=O.[K+].[K+].[CH2:25]([CH:27]1[CH2:36][NH:35][C:34]2[C:29](=[CH:30][CH:31]=[CH:32][CH:33]=2)[NH:28]1)[CH3:26].O, predict the reaction product. The product is: [F:1][C:2]([F:18])([F:17])[C:3]1[CH:4]=[C:5]([CH:13]([N:35]2[C:34]3[C:29](=[CH:30][CH:31]=[CH:32][CH:33]=3)[NH:28][CH:27]([CH2:25][CH3:26])[CH2:36]2)[C:14]#[N:15])[CH:6]=[C:7]([C:9]([F:12])([F:11])[F:10])[CH:8]=1. (5) Given the reactants BrBr.[C-]#N.[Cu]C#N.[F:8][C:9]([F:32])([C:23]1[CH:30]=[C:29]([NH2:31])[CH:28]=[CH:27][C:24]=1[C:25]#[N:26])[C:10]([F:22])([F:21])[C:11]([F:20])([F:19])[C:12]([F:18])([F:17])[C:13]([F:16])([F:15])[F:14].[C:33](Cl)(=[O:37])[CH:34]([CH3:36])[CH3:35], predict the reaction product. The product is: [C:25]([C:24]1[CH:27]=[CH:28][C:29]([NH:31][C:33](=[O:37])[CH:34]([CH3:36])[CH3:35])=[CH:30][C:23]=1[C:9]([F:32])([F:8])[C:10]([F:21])([F:22])[C:11]([F:19])([F:20])[C:12]([F:18])([F:17])[C:13]([F:16])([F:15])[F:14])#[N:26]. (6) Given the reactants [Cl:1][C:2]1[S:6][C:5]([S:7]([N:10]([CH2:17][CH3:18])[C:11]2([C:14]([OH:16])=O)[CH2:13][CH2:12]2)(=[O:9])=[O:8])=[CH:4][CH:3]=1.CCOC(OC(OCC)=O)=O.[F:30][C:31]([F:47])([F:46])[C:32]1[CH:37]=[CH:36][C:35]([C:38]2[CH:43]=[C:42]([CH2:44][NH2:45])[CH:41]=[CH:40][N:39]=2)=[CH:34][CH:33]=1, predict the reaction product. The product is: [Cl:1][C:2]1[S:6][C:5]([S:7]([N:10]([CH2:17][CH3:18])[C:11]2([C:14]([NH:45][CH2:44][C:42]3[CH:41]=[CH:40][N:39]=[C:38]([C:35]4[CH:36]=[CH:37][C:32]([C:31]([F:47])([F:30])[F:46])=[CH:33][CH:34]=4)[CH:43]=3)=[O:16])[CH2:12][CH2:13]2)(=[O:8])=[O:9])=[CH:4][CH:3]=1. (7) Given the reactants [ClH:1].C(OC([N:9]1[CH2:21][C:12]2=[C:13]3[N:18]([N:19]=[C:11]2[CH2:10]1)[CH:17]=[C:16]([CH3:20])[CH:15]=[N:14]3)=O)(C)(C)C.CCO, predict the reaction product. The product is: [ClH:1].[CH3:20][C:16]1[CH:15]=[N:14][C:13]2[N:18]([N:19]=[C:11]3[CH2:10][NH:9][CH2:21][C:12]3=2)[CH:17]=1.